From a dataset of Peptide-MHC class I binding affinity with 185,985 pairs from IEDB/IMGT. Regression. Given a peptide amino acid sequence and an MHC pseudo amino acid sequence, predict their binding affinity value. This is MHC class I binding data. (1) The peptide sequence is ASLPTTIAK. The MHC is HLA-A02:02 with pseudo-sequence HLA-A02:02. The binding affinity (normalized) is 0.113. (2) The peptide sequence is RQLLWRYQI. The MHC is BoLA-HD6 with pseudo-sequence BoLA-HD6. The binding affinity (normalized) is 1.00. (3) The peptide sequence is KRWGFRSGV. The MHC is HLA-B08:01 with pseudo-sequence HLA-B08:01. The binding affinity (normalized) is 0. (4) The peptide sequence is FLLENAAYL. The MHC is BoLA-AW10 with pseudo-sequence BoLA-AW10. The binding affinity (normalized) is 0.0641.